From a dataset of Forward reaction prediction with 1.9M reactions from USPTO patents (1976-2016). Predict the product of the given reaction. (1) Given the reactants [Br:1][C:2]1[CH:8]=[CH:7][C:5]([NH2:6])=[CH:4][C:3]=1[Cl:9].[C:10](N1C=CN=C1)(N1C=CN=C1)=[S:11], predict the reaction product. The product is: [Br:1][C:2]1[CH:8]=[CH:7][C:5]([N:6]=[C:10]=[S:11])=[CH:4][C:3]=1[Cl:9]. (2) Given the reactants [N:1]1([C:7]2[C:8]([CH:13]3[CH2:16][N:15](C(OC(C)(C)C)=O)[CH2:14]3)=[N:9][CH:10]=[CH:11][N:12]=2)[CH2:6][CH2:5][CH2:4][CH2:3][CH2:2]1.[ClH:24].CO, predict the reaction product. The product is: [ClH:24].[NH:15]1[CH2:16][CH:13]([C:8]2[C:7]([N:1]3[CH2:2][CH2:3][CH2:4][CH2:5][CH2:6]3)=[N:12][CH:11]=[CH:10][N:9]=2)[CH2:14]1. (3) Given the reactants [CH2:1]([C:3]1[N:13]([CH2:14][C:15]2[CH:20]=[CH:19][C:18](/[CH:21]=[CH:22]/[CH2:23]O)=[CH:17][CH:16]=2)[C:6]2=[N:7][C:8]([CH3:12])=[CH:9][C:10]([CH3:11])=[C:5]2[N:4]=1)[CH3:2].[CH3:25][NH:26][C:27](=[O:36])[CH2:28][O:29][CH:30]1[CH2:35][CH2:34][NH:33][CH2:32][CH2:31]1, predict the reaction product. The product is: [CH2:1]([C:3]1[N:13]([CH2:14][C:15]2[CH:16]=[CH:17][C:18](/[CH:21]=[CH:22]/[CH2:23][N:33]3[CH2:32][CH2:31][CH:30]([O:29][CH2:28][C:27]([NH:26][CH3:25])=[O:36])[CH2:35][CH2:34]3)=[CH:19][CH:20]=2)[C:6]2=[N:7][C:8]([CH3:12])=[CH:9][C:10]([CH3:11])=[C:5]2[N:4]=1)[CH3:2]. (4) Given the reactants [CH3:1][C:2]1[CH:3]=[C:4]([CH:15]=[CH:16][C:17]=1[CH2:18][CH2:19][CH2:20][CH2:21][N:22]1[CH:26]=[CH:25][N:24]=[N:23]1)[O:5][CH2:6][C:7]1[O:8][CH:9]=[C:10]([C:12]([OH:14])=O)[N:11]=1.[Cl:27][C:28]1[CH:33]=[CH:32][C:31]([NH2:34])=[CH:30][CH:29]=1, predict the reaction product. The product is: [Cl:27][C:28]1[CH:33]=[CH:32][C:31]([NH:34][C:12]([C:10]2[N:11]=[C:7]([CH2:6][O:5][C:4]3[CH:15]=[CH:16][C:17]([CH2:18][CH2:19][CH2:20][CH2:21][N:22]4[CH:26]=[CH:25][N:24]=[N:23]4)=[C:2]([CH3:1])[CH:3]=3)[O:8][CH:9]=2)=[O:14])=[CH:30][CH:29]=1. (5) Given the reactants [CH3:1][C:2]1[O:6][N:5]=[C:4]([C:7]2[CH:12]=[CH:11][CH:10]=[CH:9][CH:8]=2)[C:3]=1[CH2:13][O:14][C:15]1[N:20]=[N:19][C:18]([NH2:21])=[CH:17][CH:16]=1.[CH3:22][O:23][C:24](=[O:29])[CH2:25][C:26](Cl)=[O:27], predict the reaction product. The product is: [CH3:22][O:23][C:24](=[O:29])[CH2:25][C:26]([NH:21][C:18]1[N:19]=[N:20][C:15]([O:14][CH2:13][C:3]2[C:4]([C:7]3[CH:8]=[CH:9][CH:10]=[CH:11][CH:12]=3)=[N:5][O:6][C:2]=2[CH3:1])=[CH:16][CH:17]=1)=[O:27].